Dataset: NCI-60 drug combinations with 297,098 pairs across 59 cell lines. Task: Regression. Given two drug SMILES strings and cell line genomic features, predict the synergy score measuring deviation from expected non-interaction effect. (1) Drug 1: C1CN(CCN1C(=O)CCBr)C(=O)CCBr. Drug 2: C1CNP(=O)(OC1)N(CCCl)CCCl. Cell line: RXF 393. Synergy scores: CSS=6.91, Synergy_ZIP=-1.62, Synergy_Bliss=-1.44, Synergy_Loewe=-0.262, Synergy_HSA=-1.89. (2) Drug 1: CS(=O)(=O)CCNCC1=CC=C(O1)C2=CC3=C(C=C2)N=CN=C3NC4=CC(=C(C=C4)OCC5=CC(=CC=C5)F)Cl. Drug 2: CN1C2=C(C=C(C=C2)N(CCCl)CCCl)N=C1CCCC(=O)O.Cl. Cell line: OVCAR-4. Synergy scores: CSS=-2.07, Synergy_ZIP=0.474, Synergy_Bliss=-1.22, Synergy_Loewe=-3.89, Synergy_HSA=-3.27. (3) Drug 1: CC1=C(C(=O)C2=C(C1=O)N3CC4C(C3(C2COC(=O)N)OC)N4)N. Drug 2: CC1CCCC2(C(O2)CC(NC(=O)CC(C(C(=O)C(C1O)C)(C)C)O)C(=CC3=CSC(=N3)C)C)C. Cell line: SNB-75. Synergy scores: CSS=52.8, Synergy_ZIP=-3.60, Synergy_Bliss=-1.09, Synergy_Loewe=-6.30, Synergy_HSA=3.31. (4) Drug 1: CCC1=CC2CC(C3=C(CN(C2)C1)C4=CC=CC=C4N3)(C5=C(C=C6C(=C5)C78CCN9C7C(C=CC9)(C(C(C8N6C)(C(=O)OC)O)OC(=O)C)CC)OC)C(=O)OC.C(C(C(=O)O)O)(C(=O)O)O. Drug 2: C1CC(C1)(C(=O)O)C(=O)O.[NH2-].[NH2-].[Pt+2]. Cell line: SNB-75. Synergy scores: CSS=22.7, Synergy_ZIP=-3.35, Synergy_Bliss=-0.726, Synergy_Loewe=-16.2, Synergy_HSA=1.26.